This data is from NCI-60 drug combinations with 297,098 pairs across 59 cell lines. The task is: Regression. Given two drug SMILES strings and cell line genomic features, predict the synergy score measuring deviation from expected non-interaction effect. (1) Cell line: SF-268. Synergy scores: CSS=45.6, Synergy_ZIP=-2.23, Synergy_Bliss=-0.939, Synergy_Loewe=-1.04, Synergy_HSA=0.171. Drug 2: C1=NC2=C(N1)C(=S)N=CN2. Drug 1: CC1CCC2CC(C(=CC=CC=CC(CC(C(=O)C(C(C(=CC(C(=O)CC(OC(=O)C3CCCCN3C(=O)C(=O)C1(O2)O)C(C)CC4CCC(C(C4)OC)OCCO)C)C)O)OC)C)C)C)OC. (2) Drug 1: COC1=C(C=C2C(=C1)N=CN=C2NC3=CC(=C(C=C3)F)Cl)OCCCN4CCOCC4. Drug 2: CCCS(=O)(=O)NC1=C(C(=C(C=C1)F)C(=O)C2=CNC3=C2C=C(C=N3)C4=CC=C(C=C4)Cl)F. Cell line: T-47D. Synergy scores: CSS=22.1, Synergy_ZIP=-5.35, Synergy_Bliss=4.96, Synergy_Loewe=1.62, Synergy_HSA=4.69.